Task: Predict the product of the given reaction.. Dataset: Forward reaction prediction with 1.9M reactions from USPTO patents (1976-2016) (1) Given the reactants [CH2:1]([C:4]1[CH:8]=[C:7]([C:9]([O:11][CH2:12][CH3:13])=[O:10])[NH:6][N:5]=1)[CH2:2][CH3:3].[Br:14][C:15]1[CH:22]=[CH:21][C:18]([CH2:19]Br)=[CH:17][CH:16]=1.C(=O)([O-])[O-].[K+].[K+].CN(C=O)C, predict the reaction product. The product is: [CH2:12]([O:11][C:9]([C:7]1[CH:8]=[C:4]([CH2:1][CH2:2][CH3:3])[N:5]([CH2:19][C:18]2[CH:21]=[CH:22][C:15]([Br:14])=[CH:16][CH:17]=2)[N:6]=1)=[O:10])[CH3:13]. (2) The product is: [CH3:43][O:1][C:2]1[CH:3]=[CH:4][C:5]2[O:19][CH2:18][C:8]3([C:34]4[C:33](=[CH:38][CH:37]=[CH:36][CH:35]=4)[N:10]([CH3:11])[C:9]3=[O:17])[C:6]=2[CH:7]=1. Given the reactants [OH:1][C:2]1[CH:3]=[CH:4][C:5]2[O:19][CH2:18][C:8]3(C4[C:11](=CC=CC=4)[NH:10][C:9]3=[O:17])[C:6]=2[CH:7]=1.[C:33]1(P([C:33]2[CH:38]=[CH:37][CH:36]=[CH:35][CH:34]=2)[C:33]2[CH:38]=[CH:37][CH:36]=[CH:35][CH:34]=2)[CH:38]=[CH:37][CH:36]=[CH:35][CH:34]=1.CO.N(C(OCC)=O)=N[C:43](OCC)=O, predict the reaction product. (3) Given the reactants [CH2:1]([NH:8][C:9]1[CH:14]=[CH:13][C:12]([CH2:15][C:16](Cl)=[N:17][OH:18])=[CH:11][CH:10]=1)[C:2]1[CH:7]=[CH:6][CH:5]=[CH:4][CH:3]=1.[C:20]([C:22]1[C:23]([NH2:29])=[N:24][C:25]([NH2:28])=[CH:26][CH:27]=1)#[CH:21].C(N(CC)CC)C, predict the reaction product. The product is: [CH2:1]([NH:8][C:9]1[CH:14]=[CH:13][C:12]([CH2:15][C:16]2[CH:21]=[C:20]([C:22]3[C:23]([NH2:29])=[N:24][C:25]([NH2:28])=[CH:26][CH:27]=3)[O:18][N:17]=2)=[CH:11][CH:10]=1)[C:2]1[CH:7]=[CH:6][CH:5]=[CH:4][CH:3]=1. (4) Given the reactants [N+:1]([C:4]1[CH:5]=[C:6]2[C:11](=[O:12])[O:10][C:8](=O)[C:7]2=[CH:13][CH:14]=1)([O-:3])=[O:2].[NH2:15][CH2:16][CH2:17][CH2:18][C:19]([OH:21])=[O:20], predict the reaction product. The product is: [N+:1]([C:4]1[CH:5]=[C:6]2[C:11](=[O:12])[N:15]([CH2:16][CH2:17][CH2:18][C:19]([OH:21])=[O:20])[C:8](=[O:10])[C:7]2=[CH:13][CH:14]=1)([O-:3])=[O:2]. (5) Given the reactants Cl[C:2](=[O:9])[CH2:3][C:4]([O:6][CH2:7][CH3:8])=[O:5].[F:10][C:11]1[CH:16]=[CH:15][C:14]([F:17])=[CH:13][C:12]=1[C:18](=[N:20]O)[NH2:19], predict the reaction product. The product is: [F:10][C:11]1[CH:16]=[CH:15][C:14]([F:17])=[CH:13][C:12]=1[C:18]1[N:20]=[C:2]([CH2:3][C:4]([O:6][CH2:7][CH3:8])=[O:5])[O:9][N:19]=1. (6) Given the reactants Br[C:2]1[CH:11]=[C:10]2[C:5]([CH:6]=[N:7][N:8]([CH2:13][C:14]3[CH:19]=[CH:18][C:17]([F:20])=[CH:16][CH:15]=3)[C:9]2=[O:12])=[N:4][CH:3]=1.[C:21]1([CH2:27][C:28]#[CH:29])[CH:26]=[CH:25][CH:24]=[CH:23][CH:22]=1.C(N(CC)CC)C, predict the reaction product. The product is: [F:20][C:17]1[CH:18]=[CH:19][C:14]([CH2:13][N:8]2[N:7]=[CH:6][C:5]3[C:10](=[CH:11][C:2]([C:29]#[C:28][CH2:27][C:21]4[CH:26]=[CH:25][CH:24]=[CH:23][CH:22]=4)=[CH:3][N:4]=3)[C:9]2=[O:12])=[CH:15][CH:16]=1. (7) Given the reactants [C:1]([NH2:5])([CH3:4])([CH3:3])[CH3:2].[C:6]([O:10][CH3:11])(=[O:9])[CH:7]=[CH2:8], predict the reaction product. The product is: [C:1]([NH:5][CH2:8][CH2:7][C:6]([O:10][CH3:11])=[O:9])([CH3:4])([CH3:3])[CH3:2].